The task is: Predict the product of the given reaction.. This data is from Forward reaction prediction with 1.9M reactions from USPTO patents (1976-2016). Given the reactants C(O[CH:4]=[N:5][C:6]#[N:7])C.[Cl:8][C:9]1[C:10]([O:18][CH2:19][CH2:20][CH2:21][Si:22]([CH3:25])([CH3:24])[CH3:23])=[CH:11][C:12]([S:16][CH3:17])=[C:13]([NH2:15])[CH:14]=1, predict the reaction product. The product is: [Cl:8][C:9]1[C:10]([O:18][CH2:19][CH2:20][CH2:21][Si:22]([CH3:23])([CH3:25])[CH3:24])=[CH:11][C:12]([S:16][CH3:17])=[C:13]([NH:15][CH:4]=[N:5][C:6]#[N:7])[CH:14]=1.